From a dataset of Catalyst prediction with 721,799 reactions and 888 catalyst types from USPTO. Predict which catalyst facilitates the given reaction. (1) Reactant: [Br:1][C:2]1[CH:3]=[C:4]2[C:8](=[CH:9][CH:10]=1)[C:7](=[O:11])[O:6][C:5]2=[O:12].[NH2:13][C:14]1[CH:19]=[CH:18][C:17]([CH3:20])=[CH:16][N:15]=1. Product: [Br:1][C:2]1[CH:3]=[C:4]([C:5]([OH:6])=[O:12])[C:8]([C:7]([NH:13][C:14]2[CH:19]=[CH:18][C:17]([CH3:20])=[CH:16][N:15]=2)=[O:11])=[CH:9][CH:10]=1. The catalyst class is: 21. (2) Reactant: [C:1]([CH:3]([CH:7]1[C:11]([Cl:12])=[C:10](Cl)C(=O)O1)[C:4]([NH2:6])=[O:5])#[N:2].[NH2:15][C@H:16]1[C:24]2[C:19](=[CH:20][CH:21]=[CH:22][CH:23]=2)[CH2:18][C@@H:17]1[OH:25].C(N(C(C)C)CC)(C)C.[OH-].[Na+]. Product: [ClH:12].[Cl:12][C:11]1[CH:7]=[C:3]([C:4]([NH2:6])=[O:5])[C:1](=[NH:2])[N:15]([C@H:16]2[C:24]3[C:19](=[CH:20][CH:21]=[CH:22][CH:23]=3)[CH2:18][C@@H:17]2[OH:25])[CH:10]=1. The catalyst class is: 8. (3) Product: [C:2]1([N:36]2[C:40]3[CH:41]=[CH:42][CH:43]=[CH:44][C:39]=3[N:38]=[C:37]2[C:45]2[CH:46]=[CH:47][C:48]([C:2]3[CH:7]=[CH:6][C:5]([C:8]4[C:21]5[CH:20]=[CH:19][C:18]6[CH:22]=[CH:23][CH:24]=[CH:25][C:17]=6[C:16]=5[N:15]=[C:14]5[C:9]=4[CH:10]=[CH:11][C:12]4[CH:29]=[CH:28][CH:27]=[CH:26][C:13]=45)=[CH:4][CH:3]=3)=[CH:49][CH:50]=2)[CH:7]=[CH:6][CH:5]=[CH:4][CH:3]=1. The catalyst class is: 6. Reactant: Br[C:2]1[CH:7]=[CH:6][C:5]([C:8]2[C:21]3[CH:20]=[CH:19][C:18]4[CH:22]=[CH:23][CH:24]=[CH:25][C:17]=4[C:16]=3[N:15]=[C:14]3[C:9]=2[CH:10]=[CH:11][C:12]2[CH:29]=[CH:28][CH:27]=[CH:26][C:13]=23)=[CH:4][CH:3]=1.C1([N:36]2[C:40]3[CH:41]=[CH:42][CH:43]=[CH:44][C:39]=3[N:38]=[C:37]2[C:45]2[CH:50]=[CH:49][C:48](B3OC(C)(C)C(C)(C)O3)=[CH:47][CH:46]=2)C=CC=CC=1.C(=O)([O-])[O-].[K+].[K+]. (4) Reactant: Cl.[CH2:2]([C@@H:9]1[C:18]2[C:13](=[CH:14][C:15]([O:19][CH3:20])=[CH:16][CH:17]=2)[CH2:12][CH2:11][C@@H:10]1[NH2:21])[C:3]1[CH:8]=[CH:7][CH:6]=[CH:5][CH:4]=1.C(N(C(C)C)CC)(C)C.[N:31]([CH2:34][C:35]1[CH:40]=[CH:39][C:38]([O:41][CH2:42][O:43][CH3:44])=[C:37]([O:45][CH3:46])[CH:36]=1)=[C:32]=[S:33]. Product: [CH2:2]([CH:9]1[C:18]2[C:13](=[CH:14][C:15]([O:19][CH3:20])=[CH:16][CH:17]=2)[CH2:12][CH2:11][CH:10]1[NH:21][C:32]([NH:31][CH2:34][C:35]1[CH:40]=[CH:39][C:38]([O:41][CH2:42][O:43][CH3:44])=[C:37]([O:45][CH3:46])[CH:36]=1)=[S:33])[C:3]1[CH:4]=[CH:5][CH:6]=[CH:7][CH:8]=1. The catalyst class is: 10. (5) Reactant: [CH:1]1([CH2:4][O:5][C:6]2[CH:15]=[N:14][C:13]3[C:12](=O)[N:11]=[CH:10][NH:9][C:8]=3[CH:7]=2)[CH2:3][CH2:2]1.C(N(C(C)C)CC)(C)C.P(Cl)(Cl)([Cl:28])=O. Product: [Cl:28][C:12]1[C:13]2[N:14]=[CH:15][C:6]([O:5][CH2:4][CH:1]3[CH2:3][CH2:2]3)=[CH:7][C:8]=2[N:9]=[CH:10][N:11]=1. The catalyst class is: 11.